Predict which catalyst facilitates the given reaction. From a dataset of Catalyst prediction with 721,799 reactions and 888 catalyst types from USPTO. (1) Reactant: [CH:1]1([N:4]2[C:13]3[C:8](=[CH:9][C:10]([F:37])=[C:11]([N:14]4[CH2:19][CH2:18][CH:17]([CH2:20][O:21][C:22]5[CH:27]=[CH:26][C:25]([N:28]6[CH2:32][C@H:31]([CH2:33][OH:34])[O:30][C:29]6=[O:35])=[CH:24][C:23]=5[F:36])[CH2:16][CH2:15]4)[CH:12]=3)[C:7](=[O:38])[C:6]([C:39]([OH:41])=[O:40])=[CH:5]2)[CH2:3][CH2:2]1.C([O-])([O-])=O.[K+].[K+].[CH:48]1[CH:53]=[CH:52][C:51]([CH2:54]Br)=[CH:50][CH:49]=1. Product: [CH2:54]([O:40][C:39]([C:6]1[C:7](=[O:38])[C:8]2[C:13](=[CH:12][C:11]([N:14]3[CH2:15][CH2:16][CH:17]([CH2:20][O:21][C:22]4[CH:27]=[CH:26][C:25]([N:28]5[CH2:32][C@H:31]([CH2:33][OH:34])[O:30][C:29]5=[O:35])=[CH:24][C:23]=4[F:36])[CH2:18][CH2:19]3)=[C:10]([F:37])[CH:9]=2)[N:4]([CH:1]2[CH2:3][CH2:2]2)[CH:5]=1)=[O:41])[C:51]1[CH:52]=[CH:53][CH:48]=[CH:49][CH:50]=1. The catalyst class is: 3. (2) Reactant: [F:1][CH2:2][CH2:3][O:4][C:5]1[CH:10]=[CH:9][C:8]([CH2:11]O)=[CH:7][CH:6]=1.C(Br)(Br)(Br)[Br:14].C1C=CC(P(C2C=CC=CC=2)C2C=CC=CC=2)=CC=1. Product: [Br:14][CH2:11][C:8]1[CH:9]=[CH:10][C:5]([O:4][CH2:3][CH2:2][F:1])=[CH:6][CH:7]=1. The catalyst class is: 2.